This data is from Reaction yield outcomes from USPTO patents with 853,638 reactions. The task is: Predict the reaction yield, written as a fraction of the theoretical maximum amount of product (1.0 means a 100% yield; for example, 0.34 means a 34% yield). (1) The reactants are Br[C:2]1[CH:3]=[CH:4][C:5]([C:8]2[C:12]([C:13]3[CH:18]=[CH:17][N:16]=[CH:15][CH:14]=3)=[CH:11][N:10]([CH3:19])[N:9]=2)=[N:6][CH:7]=1.[C:20]([Si:22]([CH3:25])([CH3:24])[CH3:23])#[CH:21].O. The catalyst is O1CCOCC1.Cl[Pd](Cl)([P](C1C=CC=CC=1)(C1C=CC=CC=1)C1C=CC=CC=1)[P](C1C=CC=CC=1)(C1C=CC=CC=1)C1C=CC=CC=1.[Cu]I. The product is [CH3:19][N:10]1[CH:11]=[C:12]([C:13]2[CH:18]=[CH:17][N:16]=[CH:15][CH:14]=2)[C:8]([C:5]2[CH:4]=[CH:3][C:2]([C:21]#[C:20][Si:22]([CH3:25])([CH3:24])[CH3:23])=[CH:7][N:6]=2)=[N:9]1. The yield is 0.880. (2) The yield is 0.700. The reactants are N1([C:10]([CH:12]2[CH2:17][C:16]([CH3:19])([CH3:18])[O:15][C:14]([CH3:21])([CH3:20])[CH2:13]2)=[O:11])C2C=CC=CC=2N=N1.CCOCC.[Mg+2].[Br-].[Br-].[C:30]([S:33][C:34]1[CH:39]=[CH:38][CH:37]=[CH:36][CH:35]=1)(=[O:32])[CH3:31].CCN(C(C)C)C(C)C. The catalyst is C(Cl)Cl. The product is [C:34]1([S:33][C:30](=[O:32])[CH2:31][C:10](=[O:11])[CH:12]2[CH2:13][C:14]([CH3:20])([CH3:21])[O:15][C:16]([CH3:18])([CH3:19])[CH2:17]2)[CH:39]=[CH:38][CH:37]=[CH:36][CH:35]=1.